Dataset: Reaction yield outcomes from USPTO patents with 853,638 reactions. Task: Predict the reaction yield, written as a fraction of the theoretical maximum amount of product (1.0 means a 100% yield; for example, 0.34 means a 34% yield). (1) The reactants are [C:1]1([C@@H:7]([CH3:10])[CH2:8]O)[CH:6]=[CH:5][CH:4]=[CH:3][CH:2]=1.[C:11]1(=[O:21])[NH:15][C:14](=[O:16])[C:13]2=[CH:17][CH:18]=[CH:19][CH:20]=[C:12]12.C1(P(C2C=CC=CC=2)C2C=CC=CC=2)C=CC=CC=1.CCOC(/N=N/C(OCC)=O)=O. The catalyst is C1COCC1.O. The product is [C:1]1([C@@H:7]([CH3:10])[CH2:8][N:15]2[C:11](=[O:21])[C:12]3[C:13](=[CH:17][CH:18]=[CH:19][CH:20]=3)[C:14]2=[O:16])[CH:6]=[CH:5][CH:4]=[CH:3][CH:2]=1. The yield is 0.960. (2) The reactants are [CH3:1][Si](C=[N+]=[N-])(C)C.[C:8]([O:12][C:13]([N:15]1[CH2:20][CH:19]=[C:18]([C:21]2[N:26]=[CH:25][C:24]([C:27]([OH:29])=[O:28])=[CH:23][N:22]=2)[CH2:17][CH2:16]1)=[O:14])([CH3:11])([CH3:10])[CH3:9]. The catalyst is C1(C)C=CC=CC=1.CO. The product is [C:8]([O:12][C:13]([N:15]1[CH2:16][CH:17]=[C:18]([C:21]2[N:26]=[CH:25][C:24]([C:27]([O:29][CH3:1])=[O:28])=[CH:23][N:22]=2)[CH2:19][CH2:20]1)=[O:14])([CH3:11])([CH3:9])[CH3:10]. The yield is 0.880. (3) The reactants are Cl.[NH:2]1[CH:6]=CC(C(N)=N)=N1.[NH2:10][CH2:11][CH2:12][C:13]1[CH:19]=[CH:18][C:16]([NH2:17])=[CH:15][CH:14]=1.C([N:23](C(C)C)CC)(C)C.CO[C:31]([C:33]1[C:38]([NH2:39])=[N:37][C:36]([NH2:40])=[C:35]([Cl:41])[N:34]=1)=[O:32].[OH-].[Na+]. The catalyst is CN(C=O)C.CO.CCOCC. The product is [ClH:41].[NH2:17][C:16]1[CH:18]=[CH:19][C:13]([CH2:12][CH2:11][NH:10][C:6]([N:37]2[C:36]([NH2:40])=[C:35]([Cl:41])[N:34]=[C:33]([C:31]([NH2:23])=[O:32])[CH:38]2[NH2:39])=[NH:2])=[CH:14][CH:15]=1. The yield is 0.110. (4) The reactants are C(Cl)CCl.[C:5]([C:8]1[CH:9]=[CH:10][C:11]2[NH:17][CH:16]([CH2:18][C:19]([O:21][CH3:22])=[O:20])[C:15](=[O:23])[N:14]([CH:24]([CH3:26])[CH3:25])[CH2:13][C:12]=2[CH:27]=1)([OH:7])=O.Cl.Cl.[NH2:30][CH2:31][C:32]1[NH:33][C:34]2[CH:40]=[CH:39][CH:38]=[CH:37][C:35]=2[N:36]=1.C1C=CC2N(O)N=NC=2C=1.O.C(N(C(C)C)CC)(C)C. The catalyst is CN(C=O)C.CO.CCOC(C)=O. The product is [CH:24]([N:14]1[CH2:13][C:12]2[CH:27]=[C:8]([C:5]([NH:30][CH2:31][C:32]3[NH:36][C:35]4[CH:37]=[CH:38][CH:39]=[CH:40][C:34]=4[N:33]=3)=[O:7])[CH:9]=[CH:10][C:11]=2[NH:17][CH:16]([CH2:18][C:19]([O:21][CH3:22])=[O:20])[C:15]1=[O:23])([CH3:26])[CH3:25]. The yield is 0.820. (5) The reactants are [CH:1]([O:4][C:5]1[CH:13]=[CH:12][C:8]([C:9]([OH:11])=O)=[CH:7][C:6]=1[CH3:14])([CH3:3])[CH3:2].Cl.[C:16]1([CH:22]2[O:27][C:26]3([CH2:32][CH2:31][NH:30][CH2:29][CH2:28]3)[CH2:25][NH:24][C:23]2=[O:33])[CH:21]=[CH:20][CH:19]=[CH:18][CH:17]=1.CN(C(ON1N=NC2C=CC=NC1=2)=[N+](C)C)C.F[P-](F)(F)(F)(F)F.C(N(C(C)C)CC)(C)C. The catalyst is CN(C=O)C. The product is [CH:1]([O:4][C:5]1[CH:13]=[CH:12][C:8]([C:9]([N:30]2[CH2:29][CH2:28][C:26]3([CH2:25][NH:24][C:23](=[O:33])[CH:22]([C:16]4[CH:21]=[CH:20][CH:19]=[CH:18][CH:17]=4)[O:27]3)[CH2:32][CH2:31]2)=[O:11])=[CH:7][C:6]=1[CH3:14])([CH3:2])[CH3:3]. The yield is 0.400. (6) The reactants are C(N(C(C)C)C(C)C)C.[Cl-].COC1N=C(OC)N=C([N+]2(C)CCOCC2)N=1.[CH3:28][N:29]([CH3:48])[C:30]1[CH:35]=[CH:34][C:33]([CH2:36][CH2:37][O:38][C:39]2[CH:47]=[CH:46][C:42]([C:43]([OH:45])=O)=[CH:41][CH:40]=2)=[CH:32][CH:31]=1.Cl.C[O:51][C:52](=[O:55])[CH2:53][NH2:54].C(=O)([O-])O.[Na+].[OH-].[Li+].Cl. The catalyst is C(O)C. The product is [CH3:48][N:29]([CH3:28])[C:30]1[CH:31]=[CH:32][C:33]([CH2:36][CH2:37][O:38][C:39]2[CH:40]=[CH:41][C:42]([C:43]([NH:54][CH2:53][C:52]([OH:55])=[O:51])=[O:45])=[CH:46][CH:47]=2)=[CH:34][CH:35]=1. The yield is 0.580. (7) The reactants are [O:1]1[CH2:5][CH2:4][O:3][CH:2]1[C:6]1[CH:7]=[C:8]([CH:12]([C:14]2[CH:19]=[CH:18][CH:17]=[C:16]([C:20]([F:23])([F:22])[F:21])[CH:15]=2)[OH:13])[CH:9]=[CH:10][CH:11]=1.[Cr](Cl)([O-])(=O)=O.[NH+]1C=CC=CC=1. The catalyst is ClCCl. The product is [F:23][C:20]([F:21])([F:22])[C:16]1[CH:15]=[C:14]([C:12]([C:8]2[CH:9]=[CH:10][CH:11]=[C:6]([CH:2]3[O:1][CH2:5][CH2:4][O:3]3)[CH:7]=2)=[O:13])[CH:19]=[CH:18][CH:17]=1. The yield is 0.910.